From a dataset of Forward reaction prediction with 1.9M reactions from USPTO patents (1976-2016). Predict the product of the given reaction. (1) Given the reactants Br[C:2]1[CH:7]=[CH:6][C:5]([C:8]2[CH:13]=[CH:12][N:11]=[C:10]([NH:14][CH:15]3[CH2:20][C:19]([CH3:22])([CH3:21])[NH:18][C:17]([CH3:24])([CH3:23])[CH2:16]3)[N:9]=2)=[CH:4][CH:3]=1.[Li]CCCC.[CH3:30][N:31]1[CH2:36][CH2:35][C:34](=[O:37])[CH2:33][CH2:32]1, predict the reaction product. The product is: [CH3:30][N:31]1[CH2:36][CH2:35][C:34]([C:2]2[CH:3]=[CH:4][C:5]([C:8]3[CH:13]=[CH:12][N:11]=[C:10]([NH:14][CH:15]4[CH2:16][C:17]([CH3:24])([CH3:23])[NH:18][C:19]([CH3:22])([CH3:21])[CH2:20]4)[N:9]=3)=[CH:6][CH:7]=2)([OH:37])[CH2:33][CH2:32]1. (2) Given the reactants Br[C:2]1[C:10]2[C:5](=[N:6][C:7]([CH3:22])=[CH:8][C:9]=2[NH:11][S:12]([C:15]2[CH:20]=[CH:19][CH:18]=[C:17]([Cl:21])[CH:16]=2)(=[O:14])=[O:13])[S:4][C:3]=1[CH3:23].CC1(C)C(C)(C)OB([C:32]2[CH:33]=[C:34]([CH2:38][NH:39][C:40](=[O:46])[O:41][C:42]([CH3:45])([CH3:44])[CH3:43])[CH:35]=[CH:36][CH:37]=2)O1.C(=O)([O-])[O-].[K+].[K+].C(OCC)(=O)C, predict the reaction product. The product is: [Cl:21][C:17]1[CH:16]=[C:15]([S:12]([NH:11][C:9]2[CH:8]=[C:7]([CH3:22])[N:6]=[C:5]3[S:4][C:3]([CH3:23])=[C:2]([C:32]4[CH:33]=[C:34]([CH2:38][NH:39][C:40](=[O:46])[O:41][C:42]([CH3:44])([CH3:43])[CH3:45])[CH:35]=[CH:36][CH:37]=4)[C:10]=23)(=[O:14])=[O:13])[CH:20]=[CH:19][CH:18]=1. (3) Given the reactants C(Cl)CCl.Cl.[O:6]=[C:7]1[NH:13][C:12]2[N:14]=[CH:15][C:16]([CH:18]=[CH:19][C:20]([OH:22])=O)=[CH:17][C:11]=2[CH2:10][O:9][CH2:8]1.C1C=CC2N(O)N=NC=2C=1.[CH3:33][NH:34][C@@H:35]([C:37]1[S:41][C:40]2[CH:42]=[CH:43][CH:44]=[CH:45][C:39]=2[C:38]=1[CH3:46])[CH3:36].C(N(C(C)C)C(C)C)C, predict the reaction product. The product is: [CH3:33][N:34]([CH:35]([C:37]1[S:41][C:40]2[CH:42]=[CH:43][CH:44]=[CH:45][C:39]=2[C:38]=1[CH3:46])[CH3:36])[C:20](=[O:22])[CH:19]=[CH:18][C:16]1[CH:15]=[N:14][C:12]2[NH:13][C:7](=[O:6])[CH2:8][O:9][CH2:10][C:11]=2[CH:17]=1. (4) Given the reactants [C:1]([O:5][C:6]([NH:8][C@H:9]1[C@H:13]([OH:14])[CH2:12][N:11]([C:15]([O:17][CH2:18][C:19]2[CH:24]=[CH:23][CH:22]=[CH:21][CH:20]=2)=[O:16])[CH2:10]1)=[O:7])([CH3:4])([CH3:3])[CH3:2].[H-].[Na+].[CH2:27](Br)[CH:28]=[CH2:29], predict the reaction product. The product is: [CH2:29]([O:14][C@H:13]1[C@H:9]([NH:8][C:6]([O:5][C:1]([CH3:4])([CH3:2])[CH3:3])=[O:7])[CH2:10][N:11]([C:15]([O:17][CH2:18][C:19]2[CH:24]=[CH:23][CH:22]=[CH:21][CH:20]=2)=[O:16])[CH2:12]1)[CH:28]=[CH2:27]. (5) Given the reactants [C:1]([O:5][C:6](=[O:30])/[CH:7]=[CH:8]/[C:9]1[CH:14]=[CH:13][CH:12]=[CH:11][C:10]=1[N:15]1[CH2:20][CH2:19][C:18]2([CH2:25][CH2:24][CH:23]([C:26](OC)=[O:27])[CH2:22][CH2:21]2)[CH2:17][CH2:16]1)([CH3:4])([CH3:3])[CH3:2].[NH3:31], predict the reaction product. The product is: [C:26]([CH:23]1[CH2:24][CH2:25][C:18]2([CH2:19][CH2:20][N:15]([C:10]3[CH:11]=[CH:12][CH:13]=[CH:14][C:9]=3/[CH:8]=[CH:7]/[C:6]([O:5][C:1]([CH3:4])([CH3:3])[CH3:2])=[O:30])[CH2:16][CH2:17]2)[CH2:21][CH2:22]1)(=[O:27])[NH2:31]. (6) Given the reactants [CH3:1][C:2]([C:4]1[C:9]([F:10])=[CH:8][CH:7]=[CH:6][C:5]=1[F:11])=[O:3].[Cl-].[Al+3].[Cl-].[Cl-].[Br:16]Br, predict the reaction product. The product is: [Br:16][CH2:1][C:2]([C:4]1[C:5]([F:11])=[CH:6][CH:7]=[CH:8][C:9]=1[F:10])=[O:3]. (7) Given the reactants [C:1]([O:5][C:6]([NH:8][C@H:9]([C:18](OC)=[O:19])[CH2:10][S:11][C:12]1[CH:17]=[CH:16][CH:15]=[CH:14][CH:13]=1)=[O:7])([CH3:4])([CH3:3])[CH3:2].CC(C[AlH]CC(C)C)C, predict the reaction product. The product is: [OH:19][CH2:18][CH:9]([NH:8][C:6](=[O:7])[O:5][C:1]([CH3:3])([CH3:2])[CH3:4])[CH2:10][S:11][C:12]1[CH:17]=[CH:16][CH:15]=[CH:14][CH:13]=1.